Dataset: Full USPTO retrosynthesis dataset with 1.9M reactions from patents (1976-2016). Task: Predict the reactants needed to synthesize the given product. (1) Given the product [Cl:42][C:43]1[CH:44]=[C:45]([CH:48]=[C:49]([Cl:51])[CH:50]=1)[CH2:46][NH:47][C:38](=[O:39])[N:25]([CH2:24][C:15]1[CH:16]=[C:17]([C:20]([F:21])([F:23])[F:22])[CH:18]=[CH:19][C:14]=1[C:8]1[C:9]([O:12][CH3:13])=[CH:10][CH:11]=[C:6]([CH2:5][C:4]([OH:3])=[O:28])[CH:7]=1)[CH2:26][CH3:27], predict the reactants needed to synthesize it. The reactants are: C([O:3][C:4](=[O:28])[CH2:5][C:6]1[CH:7]=[C:8]([C:14]2[CH:19]=[CH:18][C:17]([C:20]([F:23])([F:22])[F:21])=[CH:16][C:15]=2[CH2:24][NH:25][CH2:26][CH3:27])[C:9]([O:12][CH3:13])=[CH:10][CH:11]=1)C.C(N(C(C)C)CC)(C)C.[C:38](Cl)(Cl)=[O:39].[Cl:42][C:43]1[CH:44]=[C:45]([CH:48]=[C:49]([Cl:51])[CH:50]=1)[CH2:46][NH2:47].C(N(CC)CC)C. (2) Given the product [Cl:31][C:26]1[CH:25]=[C:24]([N:19]2[CH2:20][CH2:21][C:22](=[O:23])[N:16]([C@H:4]([CH2:3][OH:2])[CH2:5][CH2:6][N:7]3[CH2:14][CH2:13][C:10]4([CH2:12][CH2:11]4)[C@H:9]([OH:15])[CH2:8]3)[CH2:17][C@H:18]2[CH3:32])[CH:29]=[CH:28][C:27]=1[Cl:30], predict the reactants needed to synthesize it. The reactants are: C[O:2][C:3](=O)[C@@H:4]([N:16]1[C:22](=[O:23])[CH2:21][CH2:20][N:19]([C:24]2[CH:29]=[CH:28][C:27]([Cl:30])=[C:26]([Cl:31])[CH:25]=2)[C@H:18]([CH3:32])[CH2:17]1)[CH2:5][CH2:6][N:7]1[CH2:14][CH2:13][C:10]2([CH2:12][CH2:11]2)[C@H:9]([OH:15])[CH2:8]1.[Li+].[BH4-]. (3) Given the product [CH2:21]([C:21]1[CH:22]=[C:23]2[C:28](=[CH:29][CH:30]=1)[CH:27]=[C:26]1[O:31][C:30]3[CH:21]=[C:22]4[C:27]([CH:26]=[C:25]([CH2:32][CH2:33][CH2:34][CH2:35][CH2:36][CH2:37][CH2:38][CH2:39][CH2:40][CH3:41])[CH:24]=[CH:23]4)=[CH:28][C:29]=3[C:25]1=[CH:24]2)[CH2:22][CH2:23][CH2:24][CH2:25][CH2:26][CH2:27][CH2:28][CH2:29][CH3:30], predict the reactants needed to synthesize it. The reactants are: [CH2:32]([C:25]1[CH:24]=[C:23]2[C:28]([CH:29]=[C:30]([OH:31])[C:21]([C:21]3[C:30]([OH:31])=[CH:29][C:28]4[C:23](=[CH:24][C:25]([CH2:32][CH2:33][CH2:34][CH2:35][CH2:36][CH2:37][CH2:38][CH2:39][CH2:40][CH3:41])=[CH:26][CH:27]=4)[CH:22]=3)=[CH:22]2)=[CH:27][CH:26]=1)[CH2:33][CH2:34][CH2:35][CH2:36][CH2:37][CH2:38][CH2:39][CH2:40][CH3:41]. (4) Given the product [F:1][C:2]1[CH:3]=[CH:4][C:5]([O:6][CH:7]([CH2:13][OH:14])[CH2:8][OH:9])=[CH:18][CH:19]=1, predict the reactants needed to synthesize it. The reactants are: [F:1][C:2]1[CH:19]=[CH:18][C:5]([O:6][CH:7]([C:13](OCC)=[O:14])[C:8](OCC)=[O:9])=[CH:4][CH:3]=1.[H-].[Al+3].[Li+].[H-].[H-].[H-].O. (5) Given the product [C:16]1([CH:15]=[CH:2][C:1]([C:4]2[CH:5]=[CH:6][C:7]3[O:12][CH2:11][C:10](=[O:13])[NH:9][C:8]=3[CH:14]=2)=[O:3])[CH:21]=[CH:20][CH:19]=[CH:18][CH:17]=1, predict the reactants needed to synthesize it. The reactants are: [C:1]([C:4]1[CH:5]=[CH:6][C:7]2[O:12][CH2:11][C:10](=[O:13])[NH:9][C:8]=2[CH:14]=1)(=[O:3])[CH3:2].[CH:15](=O)[C:16]1[CH:21]=[CH:20][CH:19]=[CH:18][CH:17]=1.C[O-].[Na+]. (6) Given the product [CH3:33][O:32][C:29]1[CH:30]=[C:31]2[C:26]([CH2:25][CH2:24][NH:23][C:22]2=[O:21])=[CH:27][CH:28]=1, predict the reactants needed to synthesize it. The reactants are: O=P12OP3(OP(OP(O3)(O1)=O)(=O)O2)=O.CS(O)(=O)=O.C[O:21][C:22](=O)[NH:23][CH2:24][CH2:25][C:26]1[CH:31]=[CH:30][C:29]([O:32][CH3:33])=[CH:28][CH:27]=1. (7) Given the product [CH2:34]([NH:37][C:5]1[N:6]([C:9]2[CH:10]=[C:11]([CH:16]=[CH:17][C:18]=2[CH3:19])[C:12]([O:14][CH3:15])=[O:13])[C:7](=[O:8])[C:2]([Cl:1])=[C:3]([O:24][CH2:25][C:26]2[CH:31]=[CH:30][C:29]([F:32])=[CH:28][C:27]=2[F:33])[N:4]=1)[CH:35]=[CH2:36], predict the reactants needed to synthesize it. The reactants are: [Cl:1][C:2]1[C:7](=[O:8])[N:6]([C:9]2[CH:10]=[C:11]([CH:16]=[CH:17][C:18]=2[CH3:19])[C:12]([O:14][CH3:15])=[O:13])[C:5](S(C)(=O)=O)=[N:4][C:3]=1[O:24][CH2:25][C:26]1[CH:31]=[CH:30][C:29]([F:32])=[CH:28][C:27]=1[F:33].[CH2:34]([NH2:37])[CH:35]=[CH2:36].C(OCC)(=O)C.